From a dataset of Catalyst prediction with 721,799 reactions and 888 catalyst types from USPTO. Predict which catalyst facilitates the given reaction. Product: [N:8]1([C:13]2[N:18]=[C:17]([O:19][C:20]3[CH:25]=[CH:24][C:23]([NH2:26])=[CH:22][CH:21]=3)[CH:16]=[CH:15][N:14]=2)[CH:12]=[N:11][CH:10]=[N:9]1. The catalyst class is: 2. Reactant: FC(F)(F)C(O)=O.[N:8]1([C:13]2[N:18]=[C:17]([O:19][C:20]3[CH:25]=[CH:24][C:23]([NH:26]C(=O)OC(C)(C)C)=[CH:22][CH:21]=3)[CH:16]=[CH:15][N:14]=2)[CH:12]=[N:11][CH:10]=[N:9]1.